From a dataset of HIV replication inhibition screening data with 41,000+ compounds from the AIDS Antiviral Screen. Binary Classification. Given a drug SMILES string, predict its activity (active/inactive) in a high-throughput screening assay against a specified biological target. The molecule is Oc1ccc(Cl)cc1CN1CCN(Cc2cc(Cl)ccc2O)C1. The result is 0 (inactive).